From a dataset of Forward reaction prediction with 1.9M reactions from USPTO patents (1976-2016). Predict the product of the given reaction. (1) Given the reactants [Cl:1][C:2]1[CH:3]=[C:4]([O:10][CH3:11])[C:5]([F:9])=[C:6]([SH:8])[CH:7]=1.CN(C=O)C.C([O-])([O-])=O.[K+].[K+].Cl[CH2:24][C:25](=[O:31])[CH2:26][C:27]([O:29][CH3:30])=[O:28], predict the reaction product. The product is: [Cl:1][C:2]1[CH:3]=[C:4]([O:10][CH3:11])[C:5]([F:9])=[C:6]([S:8][CH2:24][C:25](=[O:31])[CH2:26][C:27]([O:29][CH3:30])=[O:28])[CH:7]=1. (2) Given the reactants [Cl:1][C:2]1[CH:3]=[C:4]([CH:6]=[CH:7][C:8]=1[O:9][C:10]1[CH:15]=[CH:14][N:13]=[C:12]([C:16]2[CH:17]=[N:18][N:19]([CH3:21])[CH:20]=2)[CH:11]=1)[NH2:5].[O:22]=[C:23]1[N:27]([CH:28]2[CH2:33][CH2:32][O:31][CH2:30][CH2:29]2)[CH2:26][CH2:25][N:24]1[C:34](Cl)=[O:35].O, predict the reaction product. The product is: [Cl:1][C:2]1[CH:3]=[C:4]([NH:5][C:34]([N:24]2[CH2:25][CH2:26][N:27]([CH:28]3[CH2:33][CH2:32][O:31][CH2:30][CH2:29]3)[C:23]2=[O:22])=[O:35])[CH:6]=[CH:7][C:8]=1[O:9][C:10]1[CH:15]=[CH:14][N:13]=[C:12]([C:16]2[CH:17]=[N:18][N:19]([CH3:21])[CH:20]=2)[CH:11]=1. (3) Given the reactants [CH3:1][CH:2]1[CH:11]=[CH:10][C:9]2[C:8](=[O:12])[CH2:7][CH2:6][CH2:5][C:4]=2[O:3]1.[O:13]=[C:14]1[CH2:23][CH2:22][CH2:21][C:20]2[C:19]([C:24]([O:26][CH3:27])=[O:25])=[CH:18][CH:17]=[CH:16][C:15]1=2.[Se](=O)=[O:29], predict the reaction product. The product is: [O:13]=[C:14]1[CH2:23][CH2:22][CH2:21][C:20]2[C:19]([C:24]([O:26][CH3:27])=[O:25])=[CH:18][CH:17]=[CH:16][C:15]1=2.[C:8]1(=[O:12])[C:9]2[C:4](=[CH:1][CH:2]=[CH:11][CH:10]=2)[CH:5]=[CH:6][C:7]1=[O:29].[CH3:27][O:26][C:24]([C:19]1[C:20]2[CH:21]=[CH:22][C:23](=[O:3])[C:14](=[O:13])[C:15]=2[CH:16]=[CH:17][CH:18]=1)=[O:25]. (4) Given the reactants [C:1]([O:5][C:6]([N:8]1[CH2:13][CH2:12][CH:11]([CH2:14][NH:15][C:16]2[CH:21]=[CH:20][CH:19]=[CH:18][C:17]=2[S:22]([NH:25][C:26]2[CH:35]=[CH:34][C:33]3[CH2:32][CH2:31][CH2:30][CH2:29][C:28]=3[C:27]=2[C:36]([OH:38])=[O:37])(=[O:24])=[O:23])[CH2:10][CH2:9]1)=[O:7])([CH3:4])([CH3:3])[CH3:2].[Si](C=[N+]=[N-])(C)(C)[CH3:40], predict the reaction product. The product is: [CH3:40][O:37][C:36]([C:27]1[C:28]2[CH2:29][CH2:30][CH2:31][CH2:32][C:33]=2[CH:34]=[CH:35][C:26]=1[NH:25][S:22]([C:17]1[CH:18]=[CH:19][CH:20]=[CH:21][C:16]=1[NH:15][CH2:14][CH:11]1[CH2:12][CH2:13][N:8]([C:6]([O:5][C:1]([CH3:4])([CH3:2])[CH3:3])=[O:7])[CH2:9][CH2:10]1)(=[O:24])=[O:23])=[O:38]. (5) Given the reactants Cl[CH2:2][C:3]1[N:8]2[C:9]3[CH:10]=[CH:11][CH:12]=[C:13]([F:16])[C:14]=3[CH:15]=[C:7]2[C:6]2[N:17]=[C:18]([C:21]3[C:22]([N:42]([CH3:47])[S:43]([CH3:46])(=[O:45])=[O:44])=[CH:23][C:24]4[O:28][C:27]([C:29]5[CH:34]=[CH:33][C:32]([F:35])=[CH:31][C:30]=5F)=[C:26]([C:37]([NH:39][CH3:40])=[O:38])[C:25]=4[CH:41]=3)[CH:19]=[CH:20][C:5]=2[N:4]=1.[P:48]([O:55]CC)([O:52][CH2:53][CH3:54])[O:49][CH2:50][CH3:51], predict the reaction product. The product is: [F:16][C:13]1[C:14]2[CH:15]=[C:7]3[C:6]4[N:17]=[C:18]([C:21]5[C:22]([N:42]([CH3:47])[S:43]([CH3:46])(=[O:45])=[O:44])=[CH:23][C:24]6[O:28][C:27]([C:29]7[CH:30]=[CH:31][C:32]([F:35])=[CH:33][CH:34]=7)=[C:26]([C:37](=[O:38])[NH:39][CH3:40])[C:25]=6[CH:41]=5)[CH:19]=[CH:20][C:5]=4[N:4]=[C:3]([CH2:2][P:48](=[O:55])([O:52][CH2:53][CH3:54])[O:49][CH2:50][CH3:51])[N:8]3[C:9]=2[CH:10]=[CH:11][CH:12]=1. (6) Given the reactants Cl[C:2]1[C:3]2[CH2:16][CH2:15][CH2:14][C:4]=2[N:5]=[C:6]([C:8]2[S:9][C:10]([Cl:13])=[CH:11][CH:12]=2)[N:7]=1.[CH3:17][O:18][C:19](=[O:28])[CH2:20][C:21]1[CH:26]=[CH:25][C:24]([OH:27])=[CH:23][CH:22]=1.C(=O)([O-])[O-].[K+].[K+].O, predict the reaction product. The product is: [CH3:17][O:18][C:19](=[O:28])[CH2:20][C:21]1[CH:26]=[CH:25][C:24]([O:27][C:2]2[C:3]3[CH2:16][CH2:15][CH2:14][C:4]=3[N:5]=[C:6]([C:8]3[S:9][C:10]([Cl:13])=[CH:11][CH:12]=3)[N:7]=2)=[CH:23][CH:22]=1. (7) Given the reactants [F:1][C:2]1[CH:3]=[N:4][CH:5]=[CH:6][C:7]=1[NH2:8].Cl[C:10]1[C:15]2[O:16][CH2:17][CH2:18][N:19]([CH:20]3[CH2:25][CH2:24][N:23]([C:26]([O:28][CH:29]([CH3:31])[CH3:30])=[O:27])[CH2:22][CH2:21]3)[C:14]=2[N:13]=[CH:12][N:11]=1, predict the reaction product. The product is: [F:1][C:2]1[CH:3]=[N:4][CH:5]=[CH:6][C:7]=1[NH:8][C:10]1[C:15]2[O:16][CH2:17][CH2:18][N:19]([CH:20]3[CH2:25][CH2:24][N:23]([C:26]([O:28][CH:29]([CH3:31])[CH3:30])=[O:27])[CH2:22][CH2:21]3)[C:14]=2[N:13]=[CH:12][N:11]=1.